From a dataset of Reaction yield outcomes from USPTO patents with 853,638 reactions. Predict the reaction yield, written as a fraction of the theoretical maximum amount of product (1.0 means a 100% yield; for example, 0.34 means a 34% yield). The reactants are [F:1][C:2]([F:19])([C:6]1[CH:11]=[CH:10][C:9]([F:12])=[CH:8][C:7]=1[O:13][CH2:14][C:15]([F:18])([F:17])[F:16])[C:3]([OH:5])=O.P(Cl)(Cl)(Cl)=O.Cl.[NH2:26][CH2:27][C:28]1[CH:29]=[C:30]2[C:34](=[CH:35][CH:36]=1)[C:33](=[O:37])[N:32]([CH:38]1[CH2:43][CH2:42][C:41](=[O:44])[NH:40][C:39]1=[O:45])[CH2:31]2.C(=O)(O)[O-].[Na+]. The catalyst is N1C=CC=CC=1. The product is [O:45]=[C:39]1[CH:38]([N:32]2[CH2:31][C:30]3[C:34](=[CH:35][CH:36]=[C:28]([CH2:27][NH:26][C:3](=[O:5])[C:2]([F:1])([F:19])[C:6]4[CH:11]=[CH:10][C:9]([F:12])=[CH:8][C:7]=4[O:13][CH2:14][C:15]([F:18])([F:17])[F:16])[CH:29]=3)[C:33]2=[O:37])[CH2:43][CH2:42][C:41](=[O:44])[NH:40]1. The yield is 0.0800.